This data is from Reaction yield outcomes from USPTO patents with 853,638 reactions. The task is: Predict the reaction yield, written as a fraction of the theoretical maximum amount of product (1.0 means a 100% yield; for example, 0.34 means a 34% yield). The reactants are [CH2:1]([C:3]1[NH:4][C:5](=[O:27])[C:6]([CH2:12][C:13]2[CH:18]=[CH:17][C:16]([C:19]3[C:20]([C:25]#[N:26])=[CH:21][CH:22]=[CH:23][CH:24]=3)=[CH:15][CH:14]=2)=[C:7]([CH2:9][CH2:10][CH3:11])[N:8]=1)[CH3:2].[C:28]([C:31]1[CH:32]=[C:33](B(O)O)[CH:34]=[CH:35][CH:36]=1)(=[O:30])[CH3:29].C(N(CC)CC)C.N1C=CC=CC=1. The catalyst is ClCCl.C(OCC)(=O)C.C([O-])(=O)C.[Cu+2].C([O-])(=O)C. The product is [C:28]([C:31]1[CH:36]=[C:35]([N:4]2[C:5](=[O:27])[C:6]([CH2:12][C:13]3[CH:18]=[CH:17][C:16]([C:19]4[C:20]([C:25]#[N:26])=[CH:21][CH:22]=[CH:23][CH:24]=4)=[CH:15][CH:14]=3)=[C:7]([CH2:9][CH2:10][CH3:11])[N:8]=[C:3]2[CH2:1][CH3:2])[CH:34]=[CH:33][CH:32]=1)(=[O:30])[CH3:29]. The yield is 0.470.